Predict the reaction yield, written as a fraction of the theoretical maximum amount of product (1.0 means a 100% yield; for example, 0.34 means a 34% yield). From a dataset of Reaction yield outcomes from USPTO patents with 853,638 reactions. (1) The reactants are [CH:1]1([N:4]2[C:8]3[C:9]([O:19][C@@H:20]([C@H:22]4[CH2:26][NH:25][C:24](=[O:27])[CH2:23]4)[CH3:21])=[N:10][C:11](C4C=CN=CC=4)=[CH:12][C:7]=3[N:6]=[CH:5]2)[CH2:3][CH2:2]1.[CH2:28]([O:30][C:31]1[CH:32]=[C:33](B(O)O)[CH:34]=[CH:35][C:36]=1[O:37][CH3:38])[CH3:29]. No catalyst specified. The product is [CH:1]1([N:4]2[C:8]3[C:9]([O:19][C@@H:20]([C@H:22]4[CH2:26][NH:25][C:24](=[O:27])[CH2:23]4)[CH3:21])=[N:10][C:11]([C:33]4[CH:34]=[CH:35][C:36]([O:37][CH3:38])=[C:31]([O:30][CH2:28][CH3:29])[CH:32]=4)=[CH:12][C:7]=3[N:6]=[CH:5]2)[CH2:2][CH2:3]1. The yield is 0.325. (2) The product is [C:1]([O:5][C:6]([NH:8][C@@:9]1([C:27]([O:29][C:30]([CH3:33])([CH3:32])[CH3:31])=[O:28])[C:14](=[CH2:15])[C:13](=[O:19])[C@@H:12]2[C@H:10]1[C@H:11]2[C:20]([O:22][C:23]([CH3:25])([CH3:24])[CH3:26])=[O:21])=[O:7])([CH3:4])([CH3:2])[CH3:3]. The yield is 0.990. The catalyst is O1CCCC1.O. The reactants are [C:1]([O:5][C:6]([NH:8][C@@:9]1([C:27]([O:29][C:30]([CH3:33])([CH3:32])[CH3:31])=[O:28])[C:14](=[CH:15]N(C)C)[C:13](=[O:19])[C@@H:12]2[C@H:10]1[C@H:11]2[C:20]([O:22][C:23]([CH3:26])([CH3:25])[CH3:24])=[O:21])=[O:7])([CH3:4])([CH3:3])[CH3:2].C(N(CC)CC)C.[H-].C([Al+]CC(C)C)C(C)C.C(O)(=O)C.OP(O)(O)=O. (3) The reactants are I[C:2]1[CH:3]=[C:4]2[C:9](=[CH:10][CH:11]=1)[N:8]=[CH:7][N:6]([CH2:12][C:13]1[CH:18]=[CH:17][C:16]([O:19][CH3:20])=[CH:15][CH:14]=1)[C:5]2=[O:21].[CH2:22]([O:24][C:25](=[O:32])[CH2:26][C:27]([O:29][CH2:30][CH3:31])=[O:28])[CH3:23].C1(C2C=CC=CC=2)C(O)=CC=CC=1.C(=O)([O-])[O-].[Cs+].[Cs+].C(=O)(O)[O-].[Na+]. The catalyst is C1COCC1.[Cu](I)I. The product is [CH2:22]([O:24][C:25](=[O:32])[CH:26]([C:2]1[CH:3]=[C:4]2[C:9](=[CH:10][CH:11]=1)[N:8]=[CH:7][N:6]([CH2:12][C:13]1[CH:18]=[CH:17][C:16]([O:19][CH3:20])=[CH:15][CH:14]=1)[C:5]2=[O:21])[C:27]([O:29][CH2:30][CH3:31])=[O:28])[CH3:23]. The yield is 0.690.